This data is from Peptide-MHC class II binding affinity with 134,281 pairs from IEDB. The task is: Regression. Given a peptide amino acid sequence and an MHC pseudo amino acid sequence, predict their binding affinity value. This is MHC class II binding data. The peptide sequence is SQDLELHWNLNGLQAY. The MHC is HLA-DQA10301-DQB10302 with pseudo-sequence HLA-DQA10301-DQB10302. The binding affinity (normalized) is 0.428.